From a dataset of Reaction yield outcomes from USPTO patents with 853,638 reactions. Predict the reaction yield, written as a fraction of the theoretical maximum amount of product (1.0 means a 100% yield; for example, 0.34 means a 34% yield). The reactants are [C:1]([O:5][C:6]([NH:8][CH2:9][C:10]1[C:11]([CH2:27][CH:28]([CH3:30])[CH3:29])=[N:12][C:13]([CH3:26])=[C:14]([C:18]=1[C:19]1[CH:24]=[CH:23][C:22]([CH3:25])=[CH:21][CH:20]=1)[C:15]([OH:17])=[O:16])=[O:7])([CH3:4])([CH3:3])[CH3:2].Br[CH2:32][C:33]([O:35][CH2:36][C:37]1[CH:42]=[CH:41][CH:40]=[CH:39][CH:38]=1)=[O:34].C(=O)([O-])[O-].[K+].[K+]. The catalyst is CN(C)C=O.C(OCC)(=O)C. The product is [C:1]([O:5][C:6]([NH:8][CH2:9][C:10]1[C:11]([CH2:27][CH:28]([CH3:30])[CH3:29])=[N:12][C:13]([CH3:26])=[C:14]([C:18]=1[C:19]1[CH:24]=[CH:23][C:22]([CH3:25])=[CH:21][CH:20]=1)[C:15]([O:17][CH2:32][C:33]([O:35][CH2:36][C:37]1[CH:42]=[CH:41][CH:40]=[CH:39][CH:38]=1)=[O:34])=[O:16])=[O:7])([CH3:4])([CH3:3])[CH3:2]. The yield is 0.990.